Dataset: Reaction yield outcomes from USPTO patents with 853,638 reactions. Task: Predict the reaction yield, written as a fraction of the theoretical maximum amount of product (1.0 means a 100% yield; for example, 0.34 means a 34% yield). (1) The reactants are B(Cl)(Cl)Cl.[F:5][C:6]1[C:11]([CH:12]=[O:13])=[C:10]([O:14]C)[C:9]([O:16][CH3:17])=[CH:8][CH:7]=1.O. The catalyst is ClCCl. The product is [F:5][C:6]1[C:11]([CH:12]=[O:13])=[C:10]([OH:14])[C:9]([O:16][CH3:17])=[CH:8][CH:7]=1. The yield is 0.940. (2) The reactants are [CH3:1][C:2]1[CH:3]=[CH:4][C:5]([NH2:8])=[N:6][CH:7]=1.[Cl-].C[Al+]C.[CH3:13][O:14][C:15]1[CH:58]=[C:57]([O:59][CH3:60])[CH:56]=[CH:55][C:16]=1[CH2:17][N:18]([CH2:44][C:45]1[CH:50]=[CH:49][C:48]([O:51][CH3:52])=[CH:47][C:46]=1[O:53][CH3:54])[C:19]([C:21]1[N:22]=[CH:23][C:24]([O:27][C:28]2[C:29]3[C:33]([CH:34]=[C:35]([C:37](OCC)=[O:38])[CH:36]=2)=[N:32][N:31]([CH2:42][CH3:43])[CH:30]=3)=[N:25][CH:26]=1)=[O:20].[Cl-].[NH4+]. The catalyst is COCCOC.CO. The product is [CH3:54][O:53][C:46]1[CH:47]=[C:48]([O:51][CH3:52])[CH:49]=[CH:50][C:45]=1[CH2:44][N:18]([CH2:17][C:16]1[CH:55]=[CH:56][C:57]([O:59][CH3:60])=[CH:58][C:15]=1[O:14][CH3:13])[C:19]([C:21]1[N:22]=[CH:23][C:24]([O:27][C:28]2[C:29]3[C:33]([CH:34]=[C:35]([C:37]([NH:8][C:5]4[CH:4]=[CH:3][C:2]([CH3:1])=[CH:7][N:6]=4)=[O:38])[CH:36]=2)=[N:32][N:31]([CH2:42][CH3:43])[CH:30]=3)=[N:25][CH:26]=1)=[O:20]. The yield is 0.390.